Dataset: Reaction yield outcomes from USPTO patents with 853,638 reactions. Task: Predict the reaction yield, written as a fraction of the theoretical maximum amount of product (1.0 means a 100% yield; for example, 0.34 means a 34% yield). (1) The reactants are [CH3:1][C:2](=[N:6][OH:7])[C:3](=[O:5])[CH3:4].[Br:8][C:9]1[CH:10]=[C:11]([CH:14]=[CH:15][CH:16]=1)[CH:12]=O. The catalyst is C(O)(=O)C. The product is [Br:8][C:9]1[CH:10]=[C:11]([C:12]2[O:5][C:3]([CH3:4])=[C:2]([CH3:1])[N+:6]=2[O-:7])[CH:14]=[CH:15][CH:16]=1. The yield is 0.740. (2) The reactants are [F:1][C:2]([F:12])([F:11])[C:3]1[CH:10]=[CH:9][CH:8]=[CH:7][C:4]=1[CH2:5][NH2:6].[C:13]([NH:21][C:22]1[S:23][C:24]([C:28](Cl)=[O:29])=[C:25]([CH3:27])[N:26]=1)(=[O:20])[C:14]1[CH:19]=[CH:18][CH:17]=[CH:16][CH:15]=1. No catalyst specified. The product is [F:1][C:2]([F:11])([F:12])[C:3]1[CH:10]=[CH:9][CH:8]=[CH:7][C:4]=1[CH2:5][NH:6][C:28]([C:24]1[S:23][C:22]([NH:21][C:13](=[O:20])[C:14]2[CH:15]=[CH:16][CH:17]=[CH:18][CH:19]=2)=[N:26][C:25]=1[CH3:27])=[O:29]. The yield is 0.470. (3) The reactants are [CH2:1]([O:8][C:9]1[CH:10]=[C:11]([C:16]2[N:21]=[C:20]([C:22]([O:24][CH3:25])=[O:23])[CH:19]=[CH:18][C:17]=2[NH:26][N:27]=[C:28]([C:35]2C=CC=CC=2)[C:29]2C=CC=[CH:31][CH:30]=2)[CH:12]=[CH:13][C:14]=1[Cl:15])[C:2]1[CH:7]=[CH:6][CH:5]=[CH:4][CH:3]=1.[CH3:41]C(=O)CC(=O)C.C1(C)C=CC(S(O)(=O)=O)=CC=1. The catalyst is C(O)C. The product is [CH2:1]([O:8][C:9]1[CH:10]=[C:11]([C:16]2[N:21]=[C:20]([C:22]([O:24][CH2:25][CH3:41])=[O:23])[CH:19]=[CH:18][C:17]=2[N:26]2[C:30]([CH3:31])=[CH:29][C:28]([CH3:35])=[N:27]2)[CH:12]=[CH:13][C:14]=1[Cl:15])[C:2]1[CH:3]=[CH:4][CH:5]=[CH:6][CH:7]=1. The yield is 0.470. (4) The reactants are C(NC(C)C)(C)C.C([Li])CCC.C[Si](C)(C)[N:15]1[CH2:19][CH2:18][CH2:17][C:16]1=[O:20].[Cl:23][C:24]1[CH:31]=[CH:30][C:27]([CH2:28]Cl)=[CH:26][CH:25]=1. The catalyst is C1COCC1.O. The product is [Cl:23][C:24]1[CH:31]=[CH:30][C:27]([CH2:28][CH:17]2[CH2:18][CH2:19][NH:15][C:16]2=[O:20])=[CH:26][CH:25]=1. The yield is 0.200. (5) The reactants are Cl[C:2]1[CH:7]=[C:6]([NH:8][C:9]2[CH:19]=[CH:18][CH:17]=[CH:16][C:10]=2[C:11]([NH:13][O:14][CH3:15])=[O:12])[C:5]([Cl:20])=[CH:4][N:3]=1.[CH3:21][N:22]1[CH:26]=[C:25]([NH2:27])[C:24]([CH3:28])=[N:23]1.C(=O)([O-])[O-].[Cs+].[Cs+].C1C=CC(P(C2C(C3C(P(C4C=CC=CC=4)C4C=CC=CC=4)=CC=C4C=3C=CC=C4)=C3C(C=CC=C3)=CC=2)C2C=CC=CC=2)=CC=1. The product is [Cl:20][C:5]1[C:6]([NH:8][C:9]2[CH:19]=[CH:18][CH:17]=[CH:16][C:10]=2[C:11]([NH:13][O:14][CH3:15])=[O:12])=[CH:7][C:2]([NH:27][C:25]2[C:24]([CH3:28])=[N:23][N:22]([CH3:21])[CH:26]=2)=[N:3][CH:4]=1. The yield is 0.180. The catalyst is C([O-])(=O)C.[Pd+2].C([O-])(=O)C.O1CCOCC1.C1COCC1.